From a dataset of Peptide-MHC class I binding affinity with 185,985 pairs from IEDB/IMGT. Regression. Given a peptide amino acid sequence and an MHC pseudo amino acid sequence, predict their binding affinity value. This is MHC class I binding data. (1) The peptide sequence is CTELKLSDY. The MHC is HLA-A23:01 with pseudo-sequence HLA-A23:01. The binding affinity (normalized) is 0. (2) The peptide sequence is KPTGSAVV. The MHC is HLA-B45:01 with pseudo-sequence HLA-B45:01. The binding affinity (normalized) is 0.0387. (3) The peptide sequence is ATSIYTIER. The MHC is HLA-A33:01 with pseudo-sequence HLA-A33:01. The binding affinity (normalized) is 0.0636. (4) The peptide sequence is YAKFARITL. The MHC is HLA-C12:03 with pseudo-sequence HLA-C12:03. The binding affinity (normalized) is 1.00. (5) The peptide sequence is NTAINFFLY. The MHC is HLA-B57:01 with pseudo-sequence HLA-B57:01. The binding affinity (normalized) is 0.0847. (6) The peptide sequence is AKYEICLEK. The MHC is HLA-A01:01 with pseudo-sequence HLA-A01:01. The binding affinity (normalized) is 0.0847. (7) The peptide sequence is AENVWVTVY. The MHC is Mamu-A11 with pseudo-sequence Mamu-A11. The binding affinity (normalized) is 0.297.